This data is from Full USPTO retrosynthesis dataset with 1.9M reactions from patents (1976-2016). The task is: Predict the reactants needed to synthesize the given product. (1) Given the product [F:25][C:22]([F:23])([F:24])[C:20]1[CH:19]=[C:18]([C:26]([CH3:46])([CH3:47])[C:27]([N:29]([C:31]2[CH:32]=[N:33][C:34]([N:38]3[CH2:42][C@H:41]([OH:43])[CH2:40][C@H:39]3[CH2:44][OH:45])=[CH:35][C:36]=2[C:3]2[C:2]([Cl:1])=[CH:7][CH:6]=[CH:5][N:4]=2)[CH3:30])=[O:28])[CH:17]=[C:16]([C:15]([F:49])([F:14])[F:48])[CH:21]=1, predict the reactants needed to synthesize it. The reactants are: [Cl:1][C:2]1[C:3](I)=[N:4][CH:5]=[CH:6][CH:7]=1.C([Mg]Cl)(C)C.[F:14][C:15]([F:49])([F:48])[C:16]1[CH:17]=[C:18]([C:26]([CH3:47])([CH3:46])[C:27]([N:29]([C:31]2[CH:32]=[N:33][C:34]([N:38]3[CH2:42][C@H:41]([OH:43])[CH2:40][C@H:39]3[CH2:44][OH:45])=[CH:35][C:36]=2I)[CH3:30])=[O:28])[CH:19]=[C:20]([C:22]([F:25])([F:24])[F:23])[CH:21]=1.[OH-].[Na+]. (2) Given the product [C:1]([C:3]1[CH:4]=[C:5]([CH:10]=[CH:11][C:12]=1[O:13][CH:15]([CH3:17])[CH3:16])[C:6]([O:8][CH3:9])=[O:7])#[N:2], predict the reactants needed to synthesize it. The reactants are: [C:1]([C:3]1[CH:4]=[C:5]([CH:10]=[CH:11][C:12]=1[OH:13])[C:6]([O:8][CH3:9])=[O:7])#[N:2].Br[CH:15]([CH3:17])[CH3:16].C([O-])([O-])=O.[K+].[K+]. (3) Given the product [C:1]([O:5][C:6]([N:8]1[CH2:13][CH2:12][N:11]([C:14]2[CH:19]=[C:18]([O:20][CH3:21])[CH:17]=[C:16]([NH2:22])[C:15]=2[C:25]#[N:26])[CH2:10][CH2:9]1)=[O:7])([CH3:4])([CH3:2])[CH3:3], predict the reactants needed to synthesize it. The reactants are: [C:1]([O:5][C:6]([N:8]1[CH2:13][CH2:12][N:11]([C:14]2[CH:19]=[C:18]([O:20][CH3:21])[CH:17]=[C:16]([N+:22]([O-])=O)[C:15]=2[C:25]#[N:26])[CH2:10][CH2:9]1)=[O:7])([CH3:4])([CH3:3])[CH3:2].C(OCC)(=O)C.NN. (4) Given the product [CH3:25][O:24][C:5]1[C:4]2[N:3]=[C:2]([NH:36][C:34]3[CH:33]=[CH:32][C:30]4[NH:31][C:27]([CH3:26])=[N:28][C:29]=4[CH:35]=3)[C:11]3=[N:12][NH:13][CH:14]=[C:10]3[C:9]=2[CH:8]=[CH:7][CH:6]=1, predict the reactants needed to synthesize it. The reactants are: Cl[C:2]1[C:11]2=[N:12][N:13](CC3C=CC(OC)=CC=3)[CH:14]=[C:10]2[C:9]2[CH:8]=[CH:7][CH:6]=[C:5]([O:24][CH3:25])[C:4]=2[N:3]=1.[CH3:26][C:27]1[NH:31][C:30]2[CH:32]=[CH:33][C:34]([NH2:36])=[CH:35][C:29]=2[N:28]=1.Cl. (5) Given the product [CH3:18][N:16]([CH3:17])[C:12]1[N:11]=[C:10]([CH2:19][CH2:20][CH2:21][CH2:22][CH2:23][CH2:24][CH2:25][CH2:26][CH2:27][CH2:28][CH2:29][CH2:30][CH2:31][CH2:32][CH2:33][CH3:34])[C:9]([OH:8])=[C:14]([CH3:15])[N:13]=1, predict the reactants needed to synthesize it. The reactants are: C([O:8][C:9]1[C:10]([CH2:19][CH2:20][CH2:21][CH2:22][CH2:23][CH2:24][CH2:25][CH2:26][CH2:27][CH2:28][CH2:29][CH2:30][CH2:31][CH2:32][CH2:33][CH3:34])=[N:11][C:12]([N:16]([CH3:18])[CH3:17])=[N:13][C:14]=1[CH3:15])C1C=CC=CC=1.